Dataset: Catalyst prediction with 721,799 reactions and 888 catalyst types from USPTO. Task: Predict which catalyst facilitates the given reaction. (1) Reactant: [CH3:1][CH:2]1[CH2:7][CH2:6][N:5]([C:8]2[C:9]3[CH2:23][C:22]4[C:17](=[CH:18][CH:19]=[CH:20][CH:21]=4)[C:10]=3O[C:12](=O)[C:13]=2[C:14]#[N:15])[CH2:4][CH2:3]1.[H-].[Na+]. Product: [CH3:1][CH:2]1[CH2:7][CH2:6][N:5]([C:8]2[C:9]3[CH2:23][C:22]4[CH:21]=[CH:20][CH:19]=[CH:18][C:17]=4[C:10]=3[C:10]3[C:17]4[CH:18]=[CH:19][CH:20]=[CH:21][C:22]=4[CH2:23][C:12]=3[C:13]=2[C:14]#[N:15])[CH2:4][CH2:3]1. The catalyst class is: 1. (2) Reactant: C1(C[NH:8][CH:9]2[CH2:18][CH2:17][C:12]3([O:16][CH2:15][CH2:14][O:13]3)[CH2:11][CH2:10]2)C=CC=CC=1. Product: [O:13]1[C:12]2([CH2:17][CH2:18][CH:9]([NH2:8])[CH2:10][CH2:11]2)[O:16][CH2:15][CH2:14]1. The catalyst class is: 293. (3) Reactant: [CH3:1][C@H:2]1[CH2:7][NH:6][CH2:5][CH2:4][N:3]1C(OC(C)(C)C)=O.C(N(CC)C(C)C)(C)C.[F:24][CH:25]([F:37])[O:26][C:27]1[CH:32]=[CH:31][C:30]([S:33]([Cl:36])(=[O:35])=[O:34])=[CH:29][CH:28]=1.Cl. Product: [ClH:36].[F:37][CH:25]([F:24])[O:26][C:27]1[CH:28]=[CH:29][C:30]([S:33]([N:6]2[CH2:5][CH2:4][NH:3][C@@H:2]([CH3:1])[CH2:7]2)(=[O:35])=[O:34])=[CH:31][CH:32]=1. The catalyst class is: 135. (4) Reactant: [I:1][C:2]1[CH:3]=[C:4]2[C:8](=[CH:9][CH:10]=1)[NH:7][C:6](=[O:11])[C:5]2=O.[F:13][C:14]([F:27])([F:26])[O:15][C:16]1[CH:25]=[CH:24][C:19]([C:20]([NH:22][NH2:23])=[O:21])=[CH:18][CH:17]=1. Product: [I:1][C:2]1[CH:3]=[C:4]2[C:8](=[CH:9][CH:10]=1)[NH:7][C:6](=[O:11])[C:5]2=[N:23][NH:22][C:20](=[O:21])[C:19]1[CH:18]=[CH:17][C:16]([O:15][C:14]([F:13])([F:27])[F:26])=[CH:25][CH:24]=1. The catalyst class is: 15. (5) The catalyst class is: 49. Reactant: [Si](O[CH2:9][C@H:10]([CH2:26][CH2:27][CH2:28][O:29]S(C)(=O)=O)[CH2:11][C@H:12]1[CH2:16][O:15][C:14]([CH3:18])([CH3:17])[N:13]1[C:19]([O:21][C:22]([CH3:25])([CH3:24])[CH3:23])=[O:20])(C(C)(C)C)(C)C.O.[F-].C([N+](CC)(CC)CC)C. Product: [CH3:17][C:14]1([CH3:18])[N:13]([C:19]([O:21][C:22]([CH3:23])([CH3:24])[CH3:25])=[O:20])[C@@H:12]([CH2:11][C@H:10]2[CH2:26][CH2:27][CH2:28][O:29][CH2:9]2)[CH2:16][O:15]1. (6) Reactant: [F:1][C:2]([F:18])([F:17])[C:3]([C:9]1[CH:14]=[C:13]([CH3:15])[CH:12]=[CH:11][C:10]=1[I:16])([OH:8])[C:4]([F:7])([F:6])[F:5].[ClH:19].Cl[O-].[Na+]. Product: [Cl:19][I:16]1[C:10]2[CH:11]=[CH:12][C:13]([CH3:15])=[CH:14][C:9]=2[C:3]([C:4]([F:7])([F:6])[F:5])([C:2]([F:1])([F:17])[F:18])[O:8]1. The catalyst class is: 41. (7) Reactant: [F:1][C:2]1[C:7]([O:8][CH3:9])=[CH:6][C:5]([O:10][CH3:11])=[C:4]([F:12])[C:3]=1[C:13]1[N:18]=[C:17]2[NH:19][N:20]=[C:21](I)[C:16]2=[CH:15][N:14]=1.[CH3:23][N:24]([CH3:45])[C:25]([CH:27]1[CH2:31][C:30]2[CH:32]=[C:33](B3OC(C)(C)C(C)(C)O3)[CH:34]=[CH:35][C:29]=2[O:28]1)=[O:26].C(=O)([O-])[O-].[Na+].[Na+]. Product: [F:1][C:2]1[C:7]([O:8][CH3:9])=[CH:6][C:5]([O:10][CH3:11])=[C:4]([F:12])[C:3]=1[C:13]1[N:18]=[C:17]2[NH:19][N:20]=[C:21]([C:33]3[CH:34]=[CH:35][C:29]4[O:28][CH:27]([C:25]([N:24]([CH3:23])[CH3:45])=[O:26])[CH2:31][C:30]=4[CH:32]=3)[C:16]2=[CH:15][N:14]=1. The catalyst class is: 70.